The task is: Predict the product of the given reaction.. This data is from Forward reaction prediction with 1.9M reactions from USPTO patents (1976-2016). (1) Given the reactants [F:1][C:2]1[CH:7]=[CH:6][C:5]([N:8]2[C:16]3[C:11](=[CH:12][C:13]([C:17]4([C:22]5[CH:27]=[CH:26][CH:25]=[CH:24][CH:23]=5)[CH2:19][CH:18]4[CH2:20][NH2:21])=[CH:14][CH:15]=3)[CH:10]=[N:9]2)=[CH:4][CH:3]=1.[F:28][C:29]([F:36])([F:35])[CH2:30][S:31](Cl)(=[O:33])=[O:32], predict the reaction product. The product is: [F:28][C:29]([F:36])([F:35])[CH2:30][S:31]([NH:21][CH2:20][CH:18]1[CH2:19][C:17]1([C:13]1[CH:12]=[C:11]2[C:16](=[CH:15][CH:14]=1)[N:8]([C:5]1[CH:4]=[CH:3][C:2]([F:1])=[CH:7][CH:6]=1)[N:9]=[CH:10]2)[C:22]1[CH:23]=[CH:24][CH:25]=[CH:26][CH:27]=1)(=[O:33])=[O:32]. (2) Given the reactants [C:1]([O:6][CH3:7])(=[O:5])[C:2](C)=[CH2:3].[C:8]([NH2:12])(=[O:11])[CH:9]=[CH2:10].C(OC)(=O)C(C)=C.C(N)(=O)C=C.S(OOS([O-])(=O)=O)([O-])(=O)=O.[K+].[K+], predict the reaction product. The product is: [C:1]([O:6][CH3:7])(=[O:5])[CH:2]=[CH2:3].[C:8]([NH2:12])(=[O:11])[CH:9]=[CH2:10]. (3) Given the reactants [NH2:1][C:2]1[CH:3]=[C:4]([CH:9]=[CH:10][C:11]=1[S:12][C:13]([CH3:18])([CH2:15][CH2:16]Cl)[CH3:14])[C:5]([O:7][CH3:8])=[O:6].[I-].[Na+], predict the reaction product. The product is: [CH3:14][C:13]1([CH3:18])[S:12][C:11]2[CH:10]=[CH:9][C:4]([C:5]([O:7][CH3:8])=[O:6])=[CH:3][C:2]=2[NH:1][CH2:16][CH2:15]1. (4) Given the reactants FC(F)(F)S(O[C:7]1[CH:15]=[CH:14][C:13]([C:16]2[N:17]([C:32]([O:34][C:35]([CH3:38])([CH3:37])[CH3:36])=[O:33])[C:18]3[C:23]([CH:24]=2)=[CH:22][C:21]([CH2:25][N:26]2[CH2:31][CH2:30][CH2:29][CH2:28][CH2:27]2)=[CH:20][CH:19]=3)=[C:12]2[C:8]=1[CH2:9][NH:10][C:11]2=[O:39])(=O)=O.[CH2:42]1[O:50][C:49]2[CH:48]=[CH:47][C:46](B(O)O)=[CH:45][C:44]=2[O:43]1.C(=O)([O-])[O-].[K+].[K+].O, predict the reaction product. The product is: [O:43]1[C:44]2[CH:45]=[CH:46][C:47]([C:7]3[CH:15]=[CH:14][C:13]([C:16]4[N:17]([C:32]([O:34][C:35]([CH3:36])([CH3:38])[CH3:37])=[O:33])[C:18]5[C:23]([CH:24]=4)=[CH:22][C:21]([CH2:25][N:26]4[CH2:31][CH2:30][CH2:29][CH2:28][CH2:27]4)=[CH:20][CH:19]=5)=[C:12]4[C:8]=3[CH2:9][NH:10][C:11]4=[O:39])=[CH:48][C:49]=2[O:50][CH2:42]1.